Dataset: Reaction yield outcomes from USPTO patents with 853,638 reactions. Task: Predict the reaction yield, written as a fraction of the theoretical maximum amount of product (1.0 means a 100% yield; for example, 0.34 means a 34% yield). (1) The reactants are [Br:1][C:2]1[C:7]([CH3:8])=[CH:6][C:5]([N+:9]([O-:11])=[O:10])=[CH:4][C:3]=1[CH2:12]Br.[C-:14]#[N:15].[K+]. The catalyst is C(O)C.O. The product is [Br:1][C:2]1[C:7]([CH3:8])=[CH:6][C:5]([N+:9]([O-:11])=[O:10])=[CH:4][C:3]=1[CH2:12][C:14]#[N:15]. The yield is 0.310. (2) The reactants are [C:1]([CH2:3][CH2:4][CH2:5][C:6]#[C:7][C:8]1[CH:9]=[C:10]2[C:15](=[CH:16][CH:17]=1)[N:14]=[C:13]([CH2:18][CH:19]([CH3:21])[CH3:20])[C:12]([CH2:22][NH:23][C:24](=[O:30])[O:25][C:26]([CH3:29])([CH3:28])[CH3:27])=[C:11]2[C:31]1[CH:36]=[CH:35][C:34]([CH3:37])=[CH:33][CH:32]=1)#[N:2].C(O)C. The catalyst is [C].[Pd].O1CCCC1. The product is [C:1]([CH2:3][CH2:4][CH2:5][CH2:6][CH2:7][C:8]1[CH:9]=[C:10]2[C:15](=[CH:16][CH:17]=1)[N:14]=[C:13]([CH2:18][CH:19]([CH3:21])[CH3:20])[C:12]([CH2:22][NH:23][C:24](=[O:30])[O:25][C:26]([CH3:27])([CH3:28])[CH3:29])=[C:11]2[C:31]1[CH:36]=[CH:35][C:34]([CH3:37])=[CH:33][CH:32]=1)#[N:2]. The yield is 0.920. (3) The reactants are [Al+3].[Cl-].[Cl-].[Cl-].C(NB)(C)(C)C.[CH2:11]([N:18]1[CH2:26][CH2:25][CH:24]2[CH:20]([C:21](=O)[C:22]3[CH:29]=[CH:28][S:27][C:23]=32)[CH2:19]1)[C:12]1[CH:17]=[CH:16][CH:15]=[CH:14][CH:13]=1.[Al+3].[Cl-].[Cl-].[Cl-].B.Cl.[OH-].[Na+]. The catalyst is C(Cl)Cl. The product is [CH2:11]([N:18]1[CH2:26][CH2:25][CH:24]2[CH:20]([CH2:21][C:22]3[CH:29]=[CH:28][S:27][C:23]=32)[CH2:19]1)[C:12]1[CH:13]=[CH:14][CH:15]=[CH:16][CH:17]=1. The yield is 0.620. (4) The reactants are Br[CH:2]([CH2:6][CH2:7][CH2:8][CH3:9])[C:3]([OH:5])=[O:4].[CH3:10][S:11]([C:14]1[CH:19]=[CH:18][C:17]([OH:20])=[CH:16][CH:15]=1)(=[O:13])=[O:12].[NH2:21][C:22]1[S:23][CH:24]=[CH:25][N:26]=1. The catalyst is C1COCC1. The product is [CH3:10][S:11]([C:14]1[CH:19]=[CH:18][C:17]([O:20][CH:2]([CH2:6][CH2:7][CH2:8][CH3:9])[C:3]([OH:5])=[O:4])=[CH:16][CH:15]=1)(=[O:12])=[O:13].[CH3:10][S:11]([C:14]1[CH:19]=[CH:18][C:17]([O:20][CH:2]([CH2:6][CH2:7][CH2:8][CH3:9])[C:3]([NH:21][C:22]2[S:23][CH:24]=[CH:25][N:26]=2)=[O:4])=[CH:16][CH:15]=1)(=[O:12])=[O:13]. The yield is 0.660.